Dataset: Catalyst prediction with 721,799 reactions and 888 catalyst types from USPTO. Task: Predict which catalyst facilitates the given reaction. Reactant: [CH3:1][O:2][C:3](=[O:13])[CH2:4][C:5]1[CH:10]=[CH:9][CH:8]=[C:7]([CH2:11]Br)[CH:6]=1.I([O-])(=O)(=O)=[O:15].[Na+]. Product: [CH3:1][O:2][C:3](=[O:13])[CH2:4][C:5]1[CH:10]=[CH:9][CH:8]=[C:7]([CH:11]=[O:15])[CH:6]=1. The catalyst class is: 9.